From a dataset of NCI-60 drug combinations with 297,098 pairs across 59 cell lines. Regression. Given two drug SMILES strings and cell line genomic features, predict the synergy score measuring deviation from expected non-interaction effect. (1) Drug 1: CN(CCCl)CCCl.Cl. Drug 2: CC1=C(C(=O)C2=C(C1=O)N3CC4C(C3(C2COC(=O)N)OC)N4)N. Cell line: OVCAR-4. Synergy scores: CSS=13.6, Synergy_ZIP=-5.20, Synergy_Bliss=-5.19, Synergy_Loewe=-2.30, Synergy_HSA=-1.74. (2) Drug 1: C1=CC=C(C=C1)NC(=O)CCCCCCC(=O)NO. Drug 2: N.N.Cl[Pt+2]Cl. Cell line: HS 578T. Synergy scores: CSS=17.5, Synergy_ZIP=2.18, Synergy_Bliss=5.13, Synergy_Loewe=4.80, Synergy_HSA=5.47. (3) Drug 1: CC1OCC2C(O1)C(C(C(O2)OC3C4COC(=O)C4C(C5=CC6=C(C=C35)OCO6)C7=CC(=C(C(=C7)OC)O)OC)O)O. Drug 2: C1CC(=O)NC(=O)C1N2C(=O)C3=CC=CC=C3C2=O. Cell line: NCIH23. Synergy scores: CSS=50.6, Synergy_ZIP=-0.373, Synergy_Bliss=-1.62, Synergy_Loewe=-27.1, Synergy_HSA=-0.774. (4) Drug 2: C1=C(C(=O)NC(=O)N1)N(CCCl)CCCl. Synergy scores: CSS=22.2, Synergy_ZIP=-4.43, Synergy_Bliss=-3.84, Synergy_Loewe=-6.20, Synergy_HSA=-1.34. Cell line: MCF7. Drug 1: C1CN1C2=NC(=NC(=N2)N3CC3)N4CC4. (5) Drug 1: CC(CN1CC(=O)NC(=O)C1)N2CC(=O)NC(=O)C2. Drug 2: CC1=C(C=C(C=C1)NC(=O)C2=CC=C(C=C2)CN3CCN(CC3)C)NC4=NC=CC(=N4)C5=CN=CC=C5. Cell line: OVCAR-8. Synergy scores: CSS=27.6, Synergy_ZIP=-0.277, Synergy_Bliss=2.75, Synergy_Loewe=1.40, Synergy_HSA=1.69.